Dataset: Reaction yield outcomes from USPTO patents with 853,638 reactions. Task: Predict the reaction yield, written as a fraction of the theoretical maximum amount of product (1.0 means a 100% yield; for example, 0.34 means a 34% yield). The reactants are FC1C=C(CN)C=NC=1.[O:10]1[CH:14]=[CH:13][N:12]=[C:11]1[CH2:15][NH2:16].[CH:17]1([CH2:20][N:21]2[CH2:25][CH2:24][N:23]([C:26]3[S:27][C:28]([C:32](O)=[O:33])=[C:29]([CH3:31])[N:30]=3)[C:22]2=[O:35])[CH2:19][CH2:18]1. The yield is 0.250. The product is [CH:17]1([CH2:20][N:21]2[CH2:25][CH2:24][N:23]([C:26]3[S:27][C:28]([C:32]([NH:16][CH2:15][C:11]4[O:10][CH:14]=[CH:13][N:12]=4)=[O:33])=[C:29]([CH3:31])[N:30]=3)[C:22]2=[O:35])[CH2:18][CH2:19]1. No catalyst specified.